This data is from Forward reaction prediction with 1.9M reactions from USPTO patents (1976-2016). The task is: Predict the product of the given reaction. (1) Given the reactants [F:1][CH:2]([F:17])[C:3]1[C:4]([C:11]2[CH:12]=[N:13][N:14]([CH3:16])[CH:15]=2)=[CH:5][C:6]([F:10])=[C:7]([CH:9]=1)[NH2:8].BrC1C=C2C(=CC=1C(F)F)N([C:32]1[C:36]3[CH2:37][N:38]([C:41](=[O:43])C)[CH2:39][CH2:40][C:35]=3[N:34]([CH:44]3[CH2:49][CH2:48][O:47][CH2:46][CH2:45]3)[N:33]=1)CCC2.C1(P(C2CCCCC2)C2C(OC)=CC=C(OC)C=2C2C(C(C)C)=CC(C(C)C)=CC=2C(C)C)CCCCC1.[CH3:88][C:89]([O-:92])([CH3:91])[CH3:90].[Na+], predict the reaction product. The product is: [F:17][CH:2]([F:1])[C:3]1[C:4]([C:11]2[CH:12]=[N:13][N:14]([CH3:16])[CH:15]=2)=[CH:5][C:6]([F:10])=[C:7]([NH:8][C:32]2[C:36]3[CH2:37][N:38]([C:41]([O:92][C:89]([CH3:91])([CH3:90])[CH3:88])=[O:43])[CH2:39][CH2:40][C:35]=3[N:34]([CH:44]3[CH2:49][CH2:48][O:47][CH2:46][CH2:45]3)[N:33]=2)[CH:9]=1. (2) Given the reactants [CH3:1][C:2]([C:6]1[CH:11]=[CH:10][C:9]([C:12]([F:15])([F:14])[F:13])=[CH:8][C:7]=1[N+:16]([O-:18])=[O:17])([CH3:5])[C:3]#[N:4].B, predict the reaction product. The product is: [CH3:5][C:2]([C:6]1[CH:11]=[CH:10][C:9]([C:12]([F:14])([F:15])[F:13])=[CH:8][C:7]=1[N+:16]([O-:18])=[O:17])([CH3:1])[CH2:3][NH2:4]. (3) Given the reactants [C:1]1([C:11]([OH:13])=[O:12])[C:10]2C(=CC=CC=2)C=[CH:3][N:2]=1.C(N(CC)C(C)C)(C)C.[CH:23]1[CH:24]=[CH:25][C:26]2N(O)N=N[C:27]=2[CH:28]=1.C(Cl)CCl.N1C2C=CC=CC=2N=C1CN(C1C2N=CC=CC=2CCC1)CCCN, predict the reaction product. The product is: [CH:3]1[C:26]2[C:27](=[CH:28][CH:23]=[CH:24][CH:25]=2)[CH:10]=[C:1]([C:11]([OH:13])=[O:12])[N:2]=1.